This data is from M1 muscarinic receptor antagonist screen with 61,756 compounds. The task is: Binary Classification. Given a drug SMILES string, predict its activity (active/inactive) in a high-throughput screening assay against a specified biological target. (1) The drug is S(CC(=O)N(CC)CC)c1n(OCC(=O)N(CC)CC)c(=O)c2c(n1)cccc2. The result is 0 (inactive). (2) The compound is S1c2c(nc(SCC(=O)Nc3cc4OCOc4cc3)n(c2=O)c2ccc(OCC)cc2)CC1. The result is 0 (inactive).